From a dataset of Full USPTO retrosynthesis dataset with 1.9M reactions from patents (1976-2016). Predict the reactants needed to synthesize the given product. (1) Given the product [CH:9]1([C:7]2[O:8][C:4]3[C:5](=[C:12]([C:15]#[N:16])[C:13]([CH3:14])=[C:2]([C:18]4[CH:23]=[CH:22][CH:21]=[CH:20][CH:19]=4)[C:3]=3[F:17])[N:6]=2)[CH2:11][CH2:10]1, predict the reactants needed to synthesize it. The reactants are: Br[C:2]1[C:3]([F:17])=[C:4]2[O:8][C:7]([CH:9]3[CH2:11][CH2:10]3)=[N:6][C:5]2=[C:12]([C:15]#[N:16])[C:13]=1[CH3:14].[C:18]1(B(O)O)[CH:23]=[CH:22][CH:21]=[CH:20][CH:19]=1.P([O-])([O-])([O-])=O.[K+].[K+].[K+].[Cl-].[NH4+]. (2) Given the product [Br:1][C:2]1[CH:3]=[CH:4][C:5]([N:11]2[CH2:16][CH2:15][CH2:14][CH2:13][CH2:12]2)=[C:6]([CH:9]=1)[CH:7]=[O:8], predict the reactants needed to synthesize it. The reactants are: [Br:1][C:2]1[CH:3]=[CH:4][C:5](F)=[C:6]([CH:9]=1)[CH:7]=[O:8].[NH:11]1[CH2:16][CH2:15][CH2:14][CH2:13][CH2:12]1.C(=O)([O-])[O-].[K+].[K+].O. (3) Given the product [CH3:21][C:22]1([CH3:24])[NH:23][C:2]2[C:7](=[CH:6][CH:5]=[C:4]([C:11]3[CH:16]=[CH:15][C:14]([C:17]([F:20])([F:19])[F:18])=[CH:13][CH:12]=3)[CH:3]=2)[NH:8][C:25]1=[O:26], predict the reactants needed to synthesize it. The reactants are: F[C:2]1[CH:3]=[C:4]([C:11]2[CH:16]=[CH:15][C:14]([C:17]([F:20])([F:19])[F:18])=[CH:13][CH:12]=2)[CH:5]=[CH:6][C:7]=1[N+:8]([O-])=O.[CH3:21][C:22]([C:25](O)=[O:26])([CH3:24])[NH2:23].N1C=CC=CC=1.C(N(CC)CC)C.[H][H]. (4) Given the product [O:1]1[CH:5]=[CH:4][CH:3]=[C:2]1[CH2:6][O:7][CH2:8][CH2:9][CH2:10][CH2:11][CH2:12][CH2:13][CH2:14][CH2:15][CH2:16][CH2:17][CH2:18][OH:19], predict the reactants needed to synthesize it. The reactants are: [O:1]1[CH:5]=[CH:4][CH:3]=[C:2]1[CH2:6][O:7][CH2:8][CH2:9][CH2:10][CH2:11][CH2:12][CH2:13][CH2:14][CH2:15][CH2:16][CH2:17][CH2:18][O:19]C1CCCCO1.O.C1(C)C=CC(S(O)(=O)=O)=CC=1. (5) Given the product [CH3:32][O:33][C:34]1[CH:39]=[C:38]([C:40]2[CH:41]=[CH:42][CH:43]=[CH:44][CH:45]=2)[CH:37]=[CH:36][C:35]=1[CH2:46][N:47]1[CH2:52][CH2:51][N:50]([C:2]([O:20][CH:15]([C:16]([F:19])([F:18])[F:17])[C:14]([F:22])([F:21])[F:13])=[O:4])[CH2:49][CH2:48]1, predict the reactants needed to synthesize it. The reactants are: Cl[C:2](Cl)([O:4]C(=O)OC(Cl)(Cl)Cl)Cl.[F:13][C:14]([F:22])([F:21])[CH:15]([OH:20])[C:16]([F:19])([F:18])[F:17].C(N(CC)C(C)C)(C)C.[CH3:32][O:33][C:34]1[CH:39]=[C:38]([C:40]2[CH:45]=[CH:44][CH:43]=[CH:42][CH:41]=2)[CH:37]=[CH:36][C:35]=1[CH2:46][N:47]1[CH2:52][CH2:51][NH:50][CH2:49][CH2:48]1. (6) Given the product [CH3:9][C:10]1([CH3:18])[NH:15][C:14](=[O:16])[C:13]2[S:8][C:3]3[CH:4]=[CH:5][CH:6]=[CH:7][C:2]=3[NH:1][C:12]=2[CH2:11]1, predict the reactants needed to synthesize it. The reactants are: [NH2:1][C:2]1[CH:7]=[CH:6][CH:5]=[CH:4][C:3]=1[SH:8].[CH3:9][C:10]1([CH3:18])[NH:15][C:14](=[O:16])[CH2:13][C:12](=O)[CH2:11]1. (7) Given the product [Br:33][C:12]1[NH:11][C:8]2=[N:9][CH:10]=[C:5]3[CH:4]=[N:3][N:2]([CH3:1])[C:6]3=[C:7]2[C:13]=1[C:14]#[N:15], predict the reactants needed to synthesize it. The reactants are: [CH3:1][N:2]1[C:6]2=[C:7]3[C:13]([C:14]#[N:15])=[CH:12][N:11](S(C4C=CC(C)=CC=4)(=O)=O)[C:8]3=[N:9][CH:10]=[C:5]2[CH:4]=[N:3]1.C1C(=O)N([Br:33])C(=O)C1.CN(C=O)C.